Dataset: Catalyst prediction with 721,799 reactions and 888 catalyst types from USPTO. Task: Predict which catalyst facilitates the given reaction. (1) The catalyst class is: 52. Product: [NH2:38][C:37]1[C:28]([C:26]([NH:25][C:20]2[CH:21]=[N:22][CH:23]=[CH:24][C:19]=2[N:11]2[CH2:12][C@H:13]([C:15]([F:17])([F:18])[F:16])[CH2:14][C@H:9]([NH2:8])[CH2:10]2)=[O:27])=[N:29][C:30]2[C:35]([CH:36]=1)=[CH:34][CH:33]=[C:32]([N:49]1[CH2:54][CH2:53][N:52]([CH3:55])[CH2:51][CH2:50]1)[CH:31]=2. Reactant: C(OC([NH:8][C@H:9]1[CH2:14][C@@H:13]([C:15]([F:18])([F:17])[F:16])[CH2:12][N:11]([C:19]2[CH:24]=[CH:23][N:22]=[CH:21][C:20]=2[NH:25][C:26]([C:28]2[C:37]([NH:38]C(=O)OCC3C=CC=CC=3)=[CH:36][C:35]3[C:30](=[CH:31][C:32]([N:49]4[CH2:54][CH2:53][N:52]([CH3:55])[CH2:51][CH2:50]4)=[CH:33][CH:34]=3)[N:29]=2)=[O:27])[CH2:10]1)=O)(C)(C)C.Br. (2) Reactant: C(N(C(C)C)CC)(C)C.[NH:10]1[CH2:15][CH2:14][CH2:13][CH2:12][CH2:11]1.[Br:16][C:17]1[CH:22]=[CH:21][C:20]([S:23](Cl)(=[O:25])=[O:24])=[CH:19][CH:18]=1. Product: [Br:16][C:17]1[CH:22]=[CH:21][C:20]([S:23]([N:10]2[CH2:15][CH2:14][CH2:13][CH2:12][CH2:11]2)(=[O:25])=[O:24])=[CH:19][CH:18]=1. The catalyst class is: 7. (3) Reactant: [Br:1][C:2]1[CH:7]=[CH:6][C:5]([C:8]2([CH3:38])[N:12]([CH2:13][CH2:14][N:15]3[CH2:20][CH2:19][O:18][CH2:17][CH2:16]3)C(C3C=CC=CC=3)[N:10]([C:27]3[CH:32]=[CH:31][C:30]([C:33]([F:36])([F:35])[F:34])=[CH:29][CH:28]=3)[C:9]2=[O:37])=[CH:4][CH:3]=1.Cl. Product: [Br:1][C:2]1[CH:7]=[CH:6][C:5]([C:8]([NH:12][CH2:13][CH2:14][N:15]2[CH2:20][CH2:19][O:18][CH2:17][CH2:16]2)([CH3:38])[C:9]([NH:10][C:27]2[CH:28]=[CH:29][C:30]([C:33]([F:35])([F:34])[F:36])=[CH:31][CH:32]=2)=[O:37])=[CH:4][CH:3]=1. The catalyst class is: 4. (4) Reactant: [Br:1]Br.[CH3:3][O:4][C:5]1[CH:10]=[CH:9][C:8]([NH2:11])=[CH:7][N:6]=1.C([O-])(=O)C.[Na+]. Product: [Br:1][C:7]1[C:8]([NH2:11])=[CH:9][CH:10]=[C:5]([O:4][CH3:3])[N:6]=1. The catalyst class is: 15. (5) Reactant: [CH2:1]([NH2:8])[C:2]1[CH:7]=[CH:6][CH:5]=[CH:4][CH:3]=1.[O:9]1[C:13]2([CH2:18][CH2:17][C:16](=O)[CH2:15][CH2:14]2)[O:12][CH2:11][CH2:10]1. Product: [CH2:1]([N:8]=[C:16]1[CH2:17][CH2:18][C:13]2([O:12][CH2:11][CH2:10][O:9]2)[CH2:14][CH2:15]1)[C:2]1[CH:7]=[CH:6][CH:5]=[CH:4][CH:3]=1. The catalyst class is: 4. (6) Reactant: [Cl:1][CH2:2][CH2:3][O:4][C:5]1[CH:6]=[CH:7][CH:8]=[C:9]2[C:13]=1[NH:12][N:11]=[C:10]2[S:14]([C:17]1[C:26]2[C:21](=[CH:22][CH:23]=[CH:24][CH:25]=2)[CH:20]=[CH:19][CH:18]=1)(=[O:16])=[O:15].CI.[C:29](=O)([O-])[O-].[K+].[K+]. Product: [Cl:1][CH2:2][CH2:3][O:4][C:5]1[CH:6]=[CH:7][CH:8]=[C:9]2[C:13]=1[N:12]([CH3:29])[N:11]=[C:10]2[S:14]([C:17]1[C:26]2[C:21](=[CH:22][CH:23]=[CH:24][CH:25]=2)[CH:20]=[CH:19][CH:18]=1)(=[O:16])=[O:15]. The catalyst class is: 18. (7) Reactant: [Cl:1][C:2]1[CH:7]=[CH:6][C:5]([C:8]2([CH3:35])[C:12]([C:14]3[CH:19]=[CH:18][C:17]([Cl:20])=[CH:16][CH:15]=3)([CH3:13])[N:11]([C:21](Cl)=[O:22])[C:10]([C:24]3[CH:29]=[CH:28][C:27]([C:30]#[N:31])=[CH:26][C:25]=3[O:32][CH2:33][CH3:34])=[N:9]2)=[CH:4][CH:3]=1.C(N(CC)CC)C.[CH3:43][S:44]([CH2:47][CH2:48][CH2:49][N:50]1[CH2:55][CH2:54][NH:53][CH2:52][CH2:51]1)(=[O:46])=[O:45]. Product: [Cl:1][C:2]1[CH:3]=[CH:4][C:5]([C@@:8]2([CH3:35])[C@:12]([C:14]3[CH:15]=[CH:16][C:17]([Cl:20])=[CH:18][CH:19]=3)([CH3:13])[N:11]([C:21]([N:53]3[CH2:54][CH2:55][N:50]([CH2:49][CH2:48][CH2:47][S:44]([CH3:43])(=[O:45])=[O:46])[CH2:51][CH2:52]3)=[O:22])[C:10]([C:24]3[CH:29]=[CH:28][C:27]([C:30]#[N:31])=[CH:26][C:25]=3[O:32][CH2:33][CH3:34])=[N:9]2)=[CH:6][CH:7]=1. The catalyst class is: 4. (8) Reactant: CCN=C=NCCCN(C)C.[NH2:12][C:13]1[N:28]=[CH:27][C:16]2[N:17]([CH:24]([CH3:26])[CH3:25])[C:18]3[C:23]([C:15]=2[C:14]=1[CH2:29][CH3:30])=[CH:22][CH:21]=[CH:20][CH:19]=3.[N:31]1[CH:36]=[CH:35][C:34]([CH2:37][CH2:38][C:39](O)=[O:40])=[CH:33][CH:32]=1. Product: [N:31]1[CH:36]=[CH:35][C:34]([CH2:37][CH2:38][C:39]([NH:12][C:13]2[N:28]=[CH:27][C:16]3[N:17]([CH:24]([CH3:26])[CH3:25])[C:18]4[C:23]([C:15]=3[C:14]=2[CH2:29][CH3:30])=[CH:22][CH:21]=[CH:20][CH:19]=4)=[O:40])=[CH:33][CH:32]=1. The catalyst class is: 241. (9) Reactant: [NH2:1][C:2]1[CH:3]=[N:4][CH:5]=[C:6](Br)[CH:7]=1.[C:9]([N:16]1[C:24]2[C:19](=[CH:20][C:21]([F:25])=[CH:22][CH:23]=2)[CH:18]=[C:17]1B(O)O)([O:11][C:12]([CH3:15])([CH3:14])[CH3:13])=[O:10].C([O-])([O-])=O.[K+].[K+].CC#N. Product: [NH2:1][C:2]1[CH:7]=[C:6]([C:17]2[N:16]([C:9]([O:11][C:12]([CH3:15])([CH3:14])[CH3:13])=[O:10])[C:24]3[C:19]([CH:18]=2)=[CH:20][C:21]([F:25])=[CH:22][CH:23]=3)[CH:5]=[N:4][CH:3]=1. The catalyst class is: 103. (10) Reactant: BrC[CH2:3][CH2:4][CH2:5][O:6][C:7]1[CH:8]=[CH:9][C:10]2[S:14][CH:13]=[N:12][C:11]=2[CH:15]=1.[Na+].[I-].[Cl:18][C:19]1[C:24]([Cl:25])=[CH:23][CH:22]=[CH:21][C:20]=1[CH:26]1[CH2:31][CH2:30][NH:29][CH2:28][CH2:27]1.C([O-])([O-])=O.[K+].[K+]. Product: [Cl:18][C:19]1[C:24]([Cl:25])=[CH:23][CH:22]=[CH:21][C:20]=1[CH:26]1[CH2:31][CH2:30][N:29]([CH2:3][CH2:4][CH2:5][O:6][C:7]2[CH:8]=[CH:9][C:10]3[S:14][CH:13]=[N:12][C:11]=3[CH:15]=2)[CH2:28][CH2:27]1. The catalyst class is: 23.